Dataset: Full USPTO retrosynthesis dataset with 1.9M reactions from patents (1976-2016). Task: Predict the reactants needed to synthesize the given product. (1) Given the product [CH:14]([O:13][C@@H:10]1[CH2:11][CH2:12][C@H:7]([N:4]2[CH2:5][CH2:6][C@H:2]([NH:1][C:33]3[C:42]4[C:37](=[CH:38][CH:39]=[C:40]([C:43]([F:45])([F:46])[F:44])[CH:41]=4)[N:36]=[CH:35][N:34]=3)[C:3]2=[O:24])[C@H:8]([CH2:17][S:18]([CH:21]([CH3:23])[CH3:22])(=[O:20])=[O:19])[CH2:9]1)([CH3:16])[CH3:15], predict the reactants needed to synthesize it. The reactants are: [NH2:1][C@H:2]1[CH2:6][CH2:5][N:4]([C@H:7]2[CH2:12][CH2:11][C@@H:10]([O:13][CH:14]([CH3:16])[CH3:15])[CH2:9][C@H:8]2[CH2:17][S:18]([CH:21]([CH3:23])[CH3:22])(=[O:20])=[O:19])[C:3]1=[O:24].C(N(CC)CC)C.Cl[C:33]1[C:42]2[C:37](=[CH:38][CH:39]=[C:40]([C:43]([F:46])([F:45])[F:44])[CH:41]=2)[N:36]=[CH:35][N:34]=1. (2) Given the product [Cl:20][C:15]1[CH:14]=[C:13]([CH:11]2[CH2:12][NH:8][CH2:9][CH:10]2[CH:21]([O:23][C:24]2[CH:31]=[CH:30][C:27]([C:28]#[N:29])=[CH:26][N:25]=2)[CH3:22])[CH:18]=[CH:17][C:16]=1[Cl:19], predict the reactants needed to synthesize it. The reactants are: C([N:8]1[CH2:12][CH:11]([C:13]2[CH:18]=[CH:17][C:16]([Cl:19])=[C:15]([Cl:20])[CH:14]=2)[CH:10]([CH:21]([O:23][C:24]2[CH:31]=[CH:30][C:27]([C:28]#[N:29])=[CH:26][N:25]=2)[CH3:22])[CH2:9]1)C1C=CC=CC=1.ClC(OCC(Cl)(Cl)Cl)=O. (3) Given the product [CH:14]1([C:11]2[O:10][C:9]([C:4]3[C:5]([NH2:8])=[N:6][CH:7]=[C:2]([C:32]4[CH:33]=[CH:34][CH:35]=[C:30]([CH2:29][N:26]5[CH2:27][CH2:28][O:23][CH2:24][CH2:25]5)[CH:31]=4)[CH:3]=3)=[N:13][N:12]=2)[CH2:16][CH2:15]1, predict the reactants needed to synthesize it. The reactants are: Br[C:2]1[CH:3]=[C:4]([C:9]2[O:10][C:11]([CH:14]3[CH2:16][CH2:15]3)=[N:12][N:13]=2)[C:5]([NH2:8])=[N:6][CH:7]=1.C([O-])([O-])=O.[K+].[K+].[O:23]1[CH2:28][CH2:27][N:26]([CH2:29][C:30]2[CH:31]=[C:32](B(O)O)[CH:33]=[CH:34][CH:35]=2)[CH2:25][CH2:24]1. (4) Given the product [CH3:29][N:25]([CH2:24][CH2:23][CH2:22][C@@:13]1([C:16]2[CH:21]=[CH:20][CH:19]=[CH:18][CH:17]=2)[O:12][C:11](=[O:30])[N:10]([C@H:8]([C:5]2[CH:6]=[CH:7][C:2]([C:36]3[CH:35]=[CH:34][N:33]=[C:32]([CH3:31])[CH:37]=3)=[CH:3][CH:4]=2)[CH3:9])[CH2:15][CH2:14]1)[C:26](=[O:28])[CH3:27], predict the reactants needed to synthesize it. The reactants are: Br[C:2]1[CH:7]=[CH:6][C:5]([C@@H:8]([N:10]2[CH2:15][CH2:14][C@:13]([CH2:22][CH2:23][CH2:24][N:25]([CH3:29])[C:26](=[O:28])[CH3:27])([C:16]3[CH:21]=[CH:20][CH:19]=[CH:18][CH:17]=3)[O:12][C:11]2=[O:30])[CH3:9])=[CH:4][CH:3]=1.[CH3:31][C:32]1[CH:37]=[C:36](B(O)O)[CH:35]=[CH:34][N:33]=1. (5) Given the product [CH2:6]1[C:5]2([CH2:8][CH2:9][CH:2]=[C:3]([C:10]#[N:11])[CH2:4]2)[CH2:7]1, predict the reactants needed to synthesize it. The reactants are: O[CH:2]1[CH2:9][CH2:8][C:5]2([CH2:7][CH2:6]2)[CH2:4][CH:3]1[C:10]#[N:11].CCN(C(C)C)C(C)C.CS(Cl)(=O)=O.C1CCN2C(=NCCC2)CC1. (6) The reactants are: Cl[C:2]1[C:11]([CH3:12])=[C:10]([Cl:13])[C:9]2[C:4](=[CH:5][C:6]([F:15])=[CH:7][C:8]=2[F:14])[N:3]=1.[CH:16]1[C:25]2[C:20](=[CH:21][CH:22]=[CH:23][CH:24]=2)[CH:19]=[CH:18][C:17]=1B(O)O.C(=O)([O-])[O-].[Na+].[Na+].C1(C)C=CC=CC=1. Given the product [Cl:13][C:10]1[C:9]2[C:4](=[CH:5][C:6]([F:15])=[CH:7][C:8]=2[F:14])[N:3]=[C:2]([C:24]2[C:25]3[C:20](=[CH:19][CH:18]=[CH:17][CH:16]=3)[CH:21]=[CH:22][CH:23]=2)[C:11]=1[CH3:12], predict the reactants needed to synthesize it. (7) Given the product [Cl:15][C:16]1[CH:17]=[C:18]([N:5]([CH2:6][C:7]2[CH:8]=[CH:9][C:10]([O:13][CH3:14])=[CH:11][CH:12]=2)[CH2:4][CH2:3][O:2][CH3:1])[C:19]2[N:20]([C:22]([C:25]#[N:26])=[CH:23][N:24]=2)[N:21]=1, predict the reactants needed to synthesize it. The reactants are: [CH3:1][O:2][CH2:3][CH2:4][NH:5][CH2:6][C:7]1[CH:12]=[CH:11][C:10]([O:13][CH3:14])=[CH:9][CH:8]=1.[Cl:15][C:16]1[CH:17]=[C:18](N(C2CC2)CC2C=CC(OC)=CC=2)[C:19]2[N:20]([C:22]([C:25]#[N:26])=[CH:23][N:24]=2)[N:21]=1.